Dataset: Reaction yield outcomes from USPTO patents with 853,638 reactions. Task: Predict the reaction yield, written as a fraction of the theoretical maximum amount of product (1.0 means a 100% yield; for example, 0.34 means a 34% yield). (1) The reactants are [CH3:1][O:2][C:3]1[CH:4]=[C:5]([CH2:11][C:12]([OH:14])=O)[CH:6]=[CH:7][C:8]=1[O:9][CH3:10].[NH:15]1[CH2:20][CH2:19][CH:18]([CH2:21][CH2:22][OH:23])[CH2:17][CH2:16]1.Cl.CN(C)CCCN=C=NCC. The catalyst is ClCCl. The product is [CH3:1][O:2][C:3]1[CH:4]=[C:5]([CH2:11][C:12]([N:15]2[CH2:20][CH2:19][CH:18]([CH2:21][CH2:22][OH:23])[CH2:17][CH2:16]2)=[O:14])[CH:6]=[CH:7][C:8]=1[O:9][CH3:10]. The yield is 0.900. (2) The reactants are [NH2:1][C:2]1[C:3]([CH3:13])=[C:4]([CH:9]=[C:10]([Br:12])[CH:11]=1)[C:5]([O:7][CH3:8])=[O:6].[CH3:14][N:15]([CH3:23])[CH:16]1[CH2:21][CH2:20][C:19](=O)[CH2:18][CH2:17]1.C(O[BH-](OC(=O)C)OC(=O)C)(=O)C.[Na+].C([O-])(O)=O.[Na+]. The catalyst is C(Cl)Cl.CC(O)=O. The product is [Br:12][C:10]1[CH:11]=[C:2]([NH:1][C@H:19]2[CH2:20][CH2:21][C@H:16]([N:15]([CH3:23])[CH3:14])[CH2:17][CH2:18]2)[C:3]([CH3:13])=[C:4]([CH:9]=1)[C:5]([O:7][CH3:8])=[O:6]. The yield is 0.280. (3) The reactants are [C:1]([C:5]1[CH:10]=[CH:9][C:8]([S:11]([NH:14][C:15]2[CH:16]=[C:17]3[C:21](=[CH:22][CH:23]=2)[NH:20][C:19]([C:24](O)=[O:25])=[C:18]3[C:27]2[CH:32]=[CH:31][CH:30]=[CH:29][CH:28]=2)(=[O:13])=[O:12])=[CH:7][CH:6]=1)([CH3:4])([CH3:3])[CH3:2].[CH3:33][O:34][CH2:35][CH2:36][NH2:37]. The catalyst is ClCCl.CO. The product is [CH3:33][O:34][CH2:35][CH2:36][NH:37][C:24]([C:19]1[NH:20][C:21]2[C:17]([C:18]=1[C:27]1[CH:32]=[CH:31][CH:30]=[CH:29][CH:28]=1)=[CH:16][C:15]([NH:14][S:11]([C:8]1[CH:9]=[CH:10][C:5]([C:1]([CH3:2])([CH3:4])[CH3:3])=[CH:6][CH:7]=1)(=[O:12])=[O:13])=[CH:23][CH:22]=2)=[O:25]. The yield is 0.0900. (4) The product is [F:16][C:2]1[CH:3]=[CH:4][C:5]([C:8]#[N:9])=[N:6][CH:7]=1. The yield is 0.640. The reactants are N[C:2]1[CH:3]=[CH:4][C:5]([C:8]#[N:9])=[N:6][CH:7]=1.N1C=CC=CC=1.[FH:16].N([O-])=O.[Na+].[OH-].[Na+]. The catalyst is C(OCC)C. (5) The reactants are [ClH:1].[C:2]12([CH2:12][CH2:13][NH2:14])[CH2:11][CH:6]3[CH2:7][CH:8]([CH2:10][CH:4]([CH2:5]3)[CH2:3]1)[CH2:9]2.C(N(CC)CC)C.[C:22]([O:26][C:27]([CH3:30])([CH3:29])[CH3:28])(=[O:25])[CH:23]=[CH2:24].Cl.C(OCC)(=O)C. The catalyst is C(O)C. The product is [ClH:1].[C:2]12([CH2:12][CH2:13][NH:14][CH2:24][CH2:23][C:22]([O:26][C:27]([CH3:30])([CH3:29])[CH3:28])=[O:25])[CH2:9][CH:8]3[CH2:7][CH:6]([CH2:5][CH:4]([CH2:10]3)[CH2:3]1)[CH2:11]2. The yield is 0.230. (6) The catalyst is C1(C)C=CC=CC=1.O.C1C=CC([P]([Pd]([P](C2C=CC=CC=2)(C2C=CC=CC=2)C2C=CC=CC=2)([P](C2C=CC=CC=2)(C2C=CC=CC=2)C2C=CC=CC=2)[P](C2C=CC=CC=2)(C2C=CC=CC=2)C2C=CC=CC=2)(C2C=CC=CC=2)C2C=CC=CC=2)=CC=1. The yield is 0.690. The product is [CH3:7][C:8]1[CH:9]=[C:10]([C:4]2[C:5]3[O:21][C:18]4[CH:12]=[CH:13][CH:8]=[CH:9][C:10]=4[C:6]=3[N:1]=[CH:2][N:3]=2)[CH:11]=[C:12]([CH3:14])[CH:13]=1. The reactants are [N:1]1[CH:6]=[CH:5][CH:4]=[N:3][CH:2]=1.[CH3:7][C:8]1[CH:9]=[C:10](B(O)O)[CH:11]=[C:12]([CH3:14])[CH:13]=1.[C:18]([O-:21])([O-])=O.[K+].[K+].